This data is from Full USPTO retrosynthesis dataset with 1.9M reactions from patents (1976-2016). The task is: Predict the reactants needed to synthesize the given product. (1) Given the product [Cl:15][C:16]1[S:20][C:19]([C:21]2[NH:23][C:4](=[O:5])[C:6]3[CH2:11][C:10]([F:12])([F:13])[CH2:9][CH2:8][C:7]=3[N:22]=2)=[CH:18][CH:17]=1, predict the reactants needed to synthesize it. The reactants are: C(O[C:4]([C:6]1[CH2:11][C:10]([F:13])([F:12])[CH2:9][CH2:8][C:7]=1O)=[O:5])C.[Cl:15][C:16]1[S:20][C:19]([C:21](=[NH:23])[NH2:22])=[CH:18][CH:17]=1.C(=O)([O-])[O-].[Cs+].[Cs+].[Cl-].[Na+]. (2) Given the product [F:1][C:2]1[CH:9]=[CH:8][C:5]([CH2:6][NH:7][C:13]([C:15]2[N:16]=[C:17]3[CH:22]=[CH:21][C:20]([N:23]4[CH2:28][CH2:27][N:26]([C:29](=[O:41])[C:30]5[CH:35]=[C:34]([F:36])[CH:33]=[CH:32][C:31]=5[C:37]([F:38])([F:40])[F:39])[CH2:25][CH2:24]4)=[N:19][N:18]3[CH:42]=2)=[O:12])=[CH:4][CH:3]=1, predict the reactants needed to synthesize it. The reactants are: [F:1][C:2]1[CH:9]=[CH:8][C:5]([CH2:6][NH2:7])=[CH:4][CH:3]=1.C([O:12][C:13]([C:15]1[N:16]=[C:17]2[CH:22]=[CH:21][C:20]([N:23]3[CH2:28][CH2:27][N:26]([C:29](=[O:41])[C:30]4[CH:35]=[C:34]([F:36])[CH:33]=[CH:32][C:31]=4[C:37]([F:40])([F:39])[F:38])[CH2:25][CH2:24]3)=[N:19][N:18]2[CH:42]=1)=O)C. (3) Given the product [CH3:1][C:2]1[C:7]([O:8][CH2:9][C:10]([F:12])([F:11])[F:13])=[CH:6][CH:5]=[N:4][C:3]=1[CH2:14][S+:15]([O-:26])[C:16]1[NH:20][C:19]2[CH:21]=[CH:22][CH:23]=[CH:24][C:18]=2[N:17]=1, predict the reactants needed to synthesize it. The reactants are: [CH3:1][C:2]1[C:3]([CH2:14][S:15][C:16]2[NH:20][C:19]3[CH:21]=[CH:22][CH:23]=[CH:24][C:18]=3[N:17]=2)=[N:4][CH:5]=[CH:6][C:7]=1[O:8][CH2:9][C:10]([F:13])([F:12])[F:11].C([O-])([O-])=[O:26].C([O-])([O-])=O.OO.OO.OO.[Na+].[Na+].[Na+].[Na+].O.C(O)(=O)C. (4) The reactants are: [Cl:1][C:2]1[C:6]([CH2:7]Cl)=[C:5]([C:9]2[CH:14]=[CH:13][C:12]([CH2:15][CH3:16])=[CH:11][CH:10]=2)[S:4][N:3]=1.[OH:17][C:18]1[CH:23]=[CH:22][C:21]([CH2:24][CH2:25][C:26]([O:28]CC)=[O:27])=[C:20]([F:31])[C:19]=1[F:32]. Given the product [Cl:1][C:2]1[C:6]([CH2:7][O:17][C:18]2[CH:23]=[CH:22][C:21]([CH2:24][CH2:25][C:26]([OH:28])=[O:27])=[C:20]([F:31])[C:19]=2[F:32])=[C:5]([C:9]2[CH:14]=[CH:13][C:12]([CH2:15][CH3:16])=[CH:11][CH:10]=2)[S:4][N:3]=1, predict the reactants needed to synthesize it. (5) Given the product [CH2:22]([C:2]1[N:3]=[C:4]([NH:18][CH2:19][CH2:20][CH3:21])[C:5]2[N:6]=[C:7]([NH:16][CH3:17])[N:8]=[C:9]([NH:12][CH2:13][CH2:14][CH3:15])[C:10]=2[N:11]=1)[CH2:23][CH2:24][CH3:25], predict the reactants needed to synthesize it. The reactants are: Cl[C:2]1[N:3]=[C:4]([NH:18][CH2:19][CH2:20][CH3:21])[C:5]2[N:6]=[C:7]([NH:16][CH3:17])[N:8]=[C:9]([NH:12][CH2:13][CH2:14][CH3:15])[C:10]=2[N:11]=1.[CH2:22](B(O)O)[CH2:23][CH2:24][CH3:25].C([O-])([O-])=O.[K+].[K+].C(Cl)Cl.